This data is from Full USPTO retrosynthesis dataset with 1.9M reactions from patents (1976-2016). The task is: Predict the reactants needed to synthesize the given product. (1) Given the product [CH:10]1[C:11]2[CH:12]([CH2:14][O:15][C:16]([N:18]([CH3:26])[C@H:19]([C:23]([NH:46][C@H:45]([C:44]([N:43]([C@@H:38]([C@@H:39]([CH3:42])[CH2:40][CH3:41])[C@H:29]([O:28][CH3:27])[CH2:30][C:31]([O:33][C:34]([CH3:37])([CH3:35])[CH3:36])=[O:32])[CH3:51])=[O:50])[CH:47]([CH3:49])[CH3:48])=[O:24])[CH:20]([CH3:21])[CH3:22])=[O:17])[C:13]3[C:5](=[CH:4][CH:3]=[CH:2][CH:1]=3)[C:6]=2[CH:7]=[CH:8][CH:9]=1, predict the reactants needed to synthesize it. The reactants are: [CH:1]1[C:13]2[CH:12]([CH2:14][O:15][C:16]([N:18]([CH3:26])[C@H:19]([C:23](O)=[O:24])[CH:20]([CH3:22])[CH3:21])=[O:17])[C:11]3[C:6](=[CH:7][CH:8]=[CH:9][CH:10]=3)[C:5]=2[CH:4]=[CH:3][CH:2]=1.[CH3:27][O:28][C@@H:29]([C@@H:38]([N:43]([CH3:51])[C:44](=[O:50])[C@H:45]([CH:47]([CH3:49])[CH3:48])[NH2:46])[C@@H:39]([CH3:42])[CH2:40][CH3:41])[CH2:30][C:31]([O:33][C:34]([CH3:37])([CH3:36])[CH3:35])=[O:32].ClC1N=C(OC)N=C(OC)N=1.CN1CCOCC1. (2) Given the product [ClH:1].[NH2:2][C:3]1[N:4]=[CH:5][C:6]([C:20]2[CH:21]=[CH:22][C:23]([S:26]([N:29]([CH:31]3[CH2:32][CH2:33]3)[CH3:30])(=[O:27])=[O:28])=[CH:24][CH:25]=2)=[N:7][C:8]=1[C:9]1[CH:10]=[C:11]2[C:16](=[CH:17][CH:18]=1)[C:15]([OH:19])=[N:14][CH:13]=[C:12]2[Br:42], predict the reactants needed to synthesize it. The reactants are: [ClH:1].[NH2:2][C:3]1[N:4]=[CH:5][C:6]([C:20]2[CH:25]=[CH:24][C:23]([S:26]([N:29]([CH:31]3[CH2:33][CH2:32]3)[CH3:30])(=[O:28])=[O:27])=[CH:22][CH:21]=2)=[N:7][C:8]=1[C:9]1[CH:10]=[C:11]2[C:16](=[CH:17][CH:18]=1)[C:15]([OH:19])=[N:14][CH:13]=[CH:12]2.COC(OC)N(C)C.[Br:42]N1C(=O)CCC1=O. (3) Given the product [F:43][C:2]([F:1])([F:42])[C:3]1[CH:4]=[C:5]([C@H:13]2[O:17][C:16](=[O:18])[N:15]([CH2:19][C:20]3[CH:25]=[C:24]([N:26]4[CH2:27][CH2:28][N:29]([CH2:45][C:46]([O:48][CH3:49])=[O:47])[CH2:30][CH2:31]4)[CH:23]=[N:22][C:21]=3[N:32]([CH2:39][CH3:40])[CH:33]3[CH2:38][CH2:37][O:36][CH2:35][CH2:34]3)[C@H:14]2[CH3:41])[CH:6]=[C:7]([C:9]([F:12])([F:11])[F:10])[CH:8]=1, predict the reactants needed to synthesize it. The reactants are: [F:1][C:2]([F:43])([F:42])[C:3]1[CH:4]=[C:5]([C@H:13]2[O:17][C:16](=[O:18])[N:15]([CH2:19][C:20]3[C:21]([N:32]([CH2:39][CH3:40])[CH:33]4[CH2:38][CH2:37][O:36][CH2:35][CH2:34]4)=[N:22][CH:23]=[C:24]([N:26]4[CH2:31][CH2:30][NH:29][CH2:28][CH2:27]4)[CH:25]=3)[C@H:14]2[CH3:41])[CH:6]=[C:7]([C:9]([F:12])([F:11])[F:10])[CH:8]=1.Br[CH2:45][C:46]([O:48][CH3:49])=[O:47]. (4) Given the product [C:18]1([C:15]2[CH:16]=[C:17]([B:31]([OH:34])[OH:32])[C:12]3[O:11][C:10]4[CH:24]=[CH:25][C:7]([C:1]5[CH:6]=[CH:5][CH:4]=[CH:3][CH:2]=5)=[CH:8][C:9]=4[C:13]=3[CH:14]=2)[CH:19]=[CH:20][CH:21]=[CH:22][CH:23]=1, predict the reactants needed to synthesize it. The reactants are: [C:1]1([C:7]2[CH:25]=[CH:24][C:10]3[O:11][C:12]4[CH:17]=[CH:16][C:15]([C:18]5[CH:23]=[CH:22][CH:21]=[CH:20][CH:19]=5)=[CH:14][C:13]=4[C:9]=3[CH:8]=2)[CH:6]=[CH:5][CH:4]=[CH:3][CH:2]=1.C([Li])CCC.[B:31](OC)([O:34]C)[O:32]C.Cl. (5) Given the product [Si:17]([O:16][CH2:15][C:11]1([CH2:10][CH2:9][OH:8])[CH2:12][CH2:13][CH2:14]1)([C:20]([CH3:23])([CH3:22])[CH3:21])([CH3:19])[CH3:18], predict the reactants needed to synthesize it. The reactants are: C([O:8][CH2:9][CH2:10][C:11]1([CH2:15][OH:16])[CH2:14][CH2:13][CH2:12]1)C1C=CC=CC=1.[Si:17](Cl)([C:20]([CH3:23])([CH3:22])[CH3:21])([CH3:19])[CH3:18].N1C=CN=C1.[Cl-].[NH4+]. (6) Given the product [N:29]1[CH:30]=[CH:31][C:26]([N:23]2[CH2:22][CH2:21][CH:20]([CH2:19][O:18][C:12]3[CH:11]=[C:10]4[C:15]([CH2:16][CH2:17][NH:8][CH2:9]4)=[CH:14][CH:13]=3)[CH2:25][CH2:24]2)=[CH:27][CH:28]=1, predict the reactants needed to synthesize it. The reactants are: C(OC([N:8]1[CH2:17][CH2:16][C:15]2[C:10](=[CH:11][C:12]([O:18][CH2:19][CH:20]3[CH2:25][CH2:24][N:23]([C:26]4[CH:31]=[CH:30][N:29]=[CH:28][CH:27]=4)[CH2:22][CH2:21]3)=[CH:13][CH:14]=2)[CH2:9]1)=O)(C)(C)C.FC(F)(F)C(O)=O. (7) Given the product [Cl:18][C:15]1[CH:14]=[CH:13][C:12]([CH:5]([CH2:6][CH:7]2[CH2:8][CH2:9][CH2:10][CH2:11]2)[C:4]([NH:24][C:22]([NH:21][CH3:20])=[O:23])=[O:19])=[CH:17][CH:16]=1, predict the reactants needed to synthesize it. The reactants are: C(O[C:4](=[O:19])[CH:5]([C:12]1[CH:17]=[CH:16][C:15]([Cl:18])=[CH:14][CH:13]=1)[CH2:6][CH:7]1[CH2:11][CH2:10][CH2:9][CH2:8]1)C.[CH3:20][NH:21][C:22]([NH2:24])=[O:23].C[O-].[Mg+2].C[O-].CO. (8) Given the product [OH:13][C:12]1[C:7]2[NH:6][C:3](=[O:4])[CH2:2][O:14][C:8]=2[CH:9]=[CH:10][CH:11]=1, predict the reactants needed to synthesize it. The reactants are: Cl[CH2:2][C:3](Cl)=[O:4].[NH2:6][C:7]1[C:12]([OH:13])=[CH:11][CH:10]=[CH:9][C:8]=1[OH:14].C([O-])([O-])=O.[K+].[K+]. (9) Given the product [ClH:3].[NH2:5][C:6]1[N:11]=[CH:10][C:9](/[CH:12]=[CH:13]/[C:14]([N:38]([CH2:23][C:22]2[CH:26]=[CH:27][CH:28]=[C:29]([O:30][CH3:31])[C:21]=2[O:20][CH2:17][CH2:18][CH3:19])[CH3:36])=[O:16])=[CH:8][CH:7]=1, predict the reactants needed to synthesize it. The reactants are: C(Cl)C[Cl:3].[NH2:5][C:6]1[N:11]=[CH:10][C:9](/[CH:12]=[CH:13]/[C:14]([OH:16])=O)=[CH:8][CH:7]=1.[CH2:17]([O:20][C:21]1[C:29]([O:30][CH3:31])=[CH:28][CH:27]=[CH:26][C:22]=1[CH2:23]CN)[CH2:18][CH3:19].C1C=CC2N(O)N=[N:38][C:36]=2C=1.O.CCN(C(C)C)C(C)C.Cl. (10) Given the product [CH2:3]([C@H:4]1[CH2:8][CH2:7][CH2:6][C@@:5]1([N:11]([CH3:10])[C:12](=[O:14])[CH3:13])[C:15]([NH:23][C:19]([CH3:20])([CH3:21])[CH3:22])=[O:18])[CH:2]=[CH2:1], predict the reactants needed to synthesize it. The reactants are: [CH2:1]=[CH:2][CH2:3][CH:4]1[CH2:8][CH2:7][CH2:6][C:5]1=O.[CH3:10][NH2:11].[CH2:12]([OH:14])[CH3:13].[C:15]([OH:18])(=O)C.[C:19]([N+:23]#[C-])([CH3:22])([CH3:21])[CH3:20].